From a dataset of Full USPTO retrosynthesis dataset with 1.9M reactions from patents (1976-2016). Predict the reactants needed to synthesize the given product. (1) The reactants are: [OH:1][CH:2]([C:6]1[CH:11]=[CH:10][C:9]([C:12]2[N:16]=[C:15]([C:17]3[O:21][N:20]=[C:19]([C:22]4[CH:27]=[CH:26][CH:25]=[CH:24][CH:23]=4)[C:18]=3[C:28]([F:31])([F:30])[F:29])[O:14][N:13]=2)=[CH:8][CH:7]=1)[C:3]([OH:5])=O.Cl.[CH3:33][C:34]1[N:35]=[C:36]([CH2:39][NH2:40])[NH:37][CH:38]=1.CN1CCOCC1.CN(C(ON1N=NC2C=CC=NC1=2)=[N+](C)C)C.F[P-](F)(F)(F)(F)F. Given the product [OH:1][CH:2]([C:6]1[CH:11]=[CH:10][C:9]([C:12]2[N:16]=[C:15]([C:17]3[O:21][N:20]=[C:19]([C:22]4[CH:27]=[CH:26][CH:25]=[CH:24][CH:23]=4)[C:18]=3[C:28]([F:31])([F:30])[F:29])[O:14][N:13]=2)=[CH:8][CH:7]=1)[C:3]([NH:40][CH2:39][C:36]1[NH:37][CH:38]=[C:34]([CH3:33])[N:35]=1)=[O:5], predict the reactants needed to synthesize it. (2) Given the product [C:1]12([CH2:11][CH2:12][N:13]([CH2:27][CH2:28][CH2:29][CH2:30][CH3:31])[C:14]([NH:16][CH2:17][CH2:18][C:19](=[O:26])[C:20]3[CH:25]=[CH:24][N:23]=[CH:22][CH:21]=3)=[O:15])[CH2:8][CH:7]3[CH2:6][CH:5]([CH2:4][CH:3]([CH2:9]3)[CH2:2]1)[CH2:10]2, predict the reactants needed to synthesize it. The reactants are: [C:1]12([CH2:11][CH2:12][N:13]([CH2:27][CH2:28][CH2:29][CH2:30][CH3:31])[C:14]([NH:16][CH2:17][CH2:18][CH:19]([OH:26])[C:20]3[CH:25]=[CH:24][N:23]=[CH:22][CH:21]=3)=[O:15])[CH2:10][CH:5]3[CH2:6][CH:7]([CH2:9][CH:3]([CH2:4]3)[CH2:2]1)[CH2:8]2.C(OCC)(=O)C.S([O-])([O-])=O.[Na+].[Na+].C(=O)([O-])O.[Na+]. (3) Given the product [F:24][C:25]1([F:54])[CH2:53][CH:28]2[CH:29]([C:43]3[CH:48]=[CH:47][C:46]([O:49][CH2:50][O:51][CH3:52])=[CH:45][CH:44]=3)[O:30][C:31]3[C:32]([CH:41]=[CH2:1])=[CH:33][C:34]([O:37][CH2:38][O:39][CH3:40])=[CH:35][C:36]=3[CH:27]2[CH2:26]1, predict the reactants needed to synthesize it. The reactants are: [C:1]1(C)C=CC=CC=1.C(O)C.C(OB(C=C)OCCCC)CCC.[F:24][C:25]1([F:54])[CH2:53][CH:28]2[CH:29]([C:43]3[CH:48]=[CH:47][C:46]([O:49][CH2:50][O:51][CH3:52])=[CH:45][CH:44]=3)[O:30][C:31]3[C:36]([CH:27]2[CH2:26]1)=[CH:35][C:34]([O:37][CH2:38][O:39][CH3:40])=[CH:33][C:32]=3[C:41]#N. (4) The reactants are: Cl.[NH:2]1[CH2:5][CH:4]([N:6]2[CH:10]=[CH:9][CH:8]=[N:7]2)[CH2:3]1.[CH:11]([CH:13]1[CH2:18][CH2:17][N:16]([C:19]([O:21][C:22]([CH3:25])([CH3:24])[CH3:23])=[O:20])[CH2:15][CH2:14]1)=O.C(O[BH-](OC(=O)C)OC(=O)C)(=O)C.[Na+]. Given the product [N:6]1([CH:4]2[CH2:5][N:2]([CH2:11][CH:13]3[CH2:18][CH2:17][N:16]([C:19]([O:21][C:22]([CH3:23])([CH3:25])[CH3:24])=[O:20])[CH2:15][CH2:14]3)[CH2:3]2)[CH:10]=[CH:9][CH:8]=[N:7]1, predict the reactants needed to synthesize it. (5) Given the product [NH2:8][CH:9]([C:16]1[CH:21]=[CH:20][CH:19]=[C:18]([C:22]([F:23])([F:24])[F:25])[CH:17]=1)[CH:10]([OH:15])[C:11]([F:12])([F:14])[F:13], predict the reactants needed to synthesize it. The reactants are: C([N:8](CC1C=CC=CC=1)[CH:9]([C:16]1[CH:21]=[CH:20][CH:19]=[C:18]([C:22]([F:25])([F:24])[F:23])[CH:17]=1)[CH:10]([OH:15])[C:11]([F:14])([F:13])[F:12])C1C=CC=CC=1.[H][H].